From a dataset of Forward reaction prediction with 1.9M reactions from USPTO patents (1976-2016). Predict the product of the given reaction. (1) Given the reactants [Cl:1][C:2]1[C:7]([CH2:8][CH2:9][N:10]2C(=O)C3C(=CC=CC=3)C2=O)=[C:6]([NH:21][C@@H:22]2[C:30]3[C:25](=[CH:26][CH:27]=[CH:28][CH:29]=3)[CH2:24][CH2:23]2)[N:5]=[CH:4][N:3]=1.O.NN, predict the reaction product. The product is: [NH2:10][CH2:9][CH2:8][C:7]1[C:6]([NH:21][C@@H:22]2[C:30]3[C:25](=[CH:26][CH:27]=[CH:28][CH:29]=3)[CH2:24][CH2:23]2)=[N:5][CH:4]=[N:3][C:2]=1[Cl:1]. (2) Given the reactants [Cl:1][C:2]1[CH:32]=[CH:31][C:5]([CH2:6][CH2:7][NH:8][C:9]([C:11]2[CH:30]=[CH:29][C:14]([O:15][C:16]3[CH:21]=[CH:20][C:19]([CH2:22][C:23]([O:25][CH2:26][CH3:27])=[O:24])=[CH:18][C:17]=3Br)=[CH:13][CH:12]=2)=[O:10])=[CH:4][CH:3]=1.[Br-].[S:34]1[CH:38]=[CH:37][CH:36]=[C:35]1[Zn+], predict the reaction product. The product is: [Cl:1][C:2]1[CH:32]=[CH:31][C:5]([CH2:6][CH2:7][NH:8][C:9]([C:11]2[CH:30]=[CH:29][C:14]([O:15][C:16]3[CH:21]=[CH:20][C:19]([CH2:22][C:23]([O:25][CH2:26][CH3:27])=[O:24])=[CH:18][C:17]=3[C:35]3[S:34][CH:38]=[CH:37][CH:36]=3)=[CH:13][CH:12]=2)=[O:10])=[CH:4][CH:3]=1. (3) The product is: [CH3:34][O:35][CH2:36][O:1][C:2]1[C:11]([CH3:12])=[C:10]2[C:5]([CH:6]=[C:7]([NH:14][C:15](=[O:24])[O:16][CH2:17][C:18]3[CH:19]=[CH:20][CH:21]=[CH:22][CH:23]=3)[C:8](=[O:13])[O:9]2)=[CH:4][CH:3]=1. Given the reactants [OH:1][C:2]1[C:11]([CH3:12])=[C:10]2[C:5]([CH:6]=[C:7]([NH:14][C:15](=[O:24])[O:16][CH2:17][C:18]3[CH:23]=[CH:22][CH:21]=[CH:20][CH:19]=3)[C:8](=[O:13])[O:9]2)=[CH:4][CH:3]=1.C(N(CC)C(C)C)(C)C.[CH3:34][O:35][CH2:36]Cl, predict the reaction product.